This data is from HIV replication inhibition screening data with 41,000+ compounds from the AIDS Antiviral Screen. The task is: Binary Classification. Given a drug SMILES string, predict its activity (active/inactive) in a high-throughput screening assay against a specified biological target. (1) The compound is CCCC(=O)Nc1ccc(C2=NNC(=O)C3CC23)cc1. The result is 0 (inactive). (2) The molecule is CC1=C(C(=O)Nc2ccc(C)cc2)C(c2cccc([N+](=O)[O-])c2)C(C(=O)Nc2ccc(C)cc2)=C(C)N1. The result is 0 (inactive).